This data is from Full USPTO retrosynthesis dataset with 1.9M reactions from patents (1976-2016). The task is: Predict the reactants needed to synthesize the given product. (1) The reactants are: C([O-])([O-])=O.[K+].[K+].Cl[CH2:8][O:9][CH3:10].[CH3:11][O:12][CH:13]([C:15]1[C:19]([C:20]([O:22][CH2:23][CH3:24])=[O:21])=[CH:18][NH:17][N:16]=1)[CH3:14].COCN1C=C(C([O-])=O)C=N1. Given the product [CH3:11][O:12][CH:13]([C:15]1[C:19]([C:20]([O:22][CH2:23][CH3:24])=[O:21])=[CH:18][N:17]([CH2:8][O:9][CH3:10])[N:16]=1)[CH3:14], predict the reactants needed to synthesize it. (2) Given the product [CH:11]1([C:9]2[NH:8][C:5]3=[N:6][CH:7]=[C:2]([C:22]4[N:18]([CH3:17])[N:19]=[C:20]([C:26]([F:29])([F:28])[F:27])[CH:21]=4)[N:3]=[C:4]3[CH:10]=2)[CH2:16][CH2:15][CH2:14][CH2:13][CH2:12]1, predict the reactants needed to synthesize it. The reactants are: Br[C:2]1[N:3]=[C:4]2[CH:10]=[C:9]([CH:11]3[CH2:16][CH2:15][CH2:14][CH2:13][CH2:12]3)[NH:8][C:5]2=[N:6][CH:7]=1.[CH3:17][N:18]1[C:22](B(O)O)=[CH:21][C:20]([C:26]([F:29])([F:28])[F:27])=[N:19]1.C(=O)([O-])[O-].[K+].[K+]. (3) Given the product [Cl:12][C:7]1[CH:8]=[C:9]2[C:4](=[CH:5][CH:6]=1)[N:3]=[C:2]([NH:13][C@H:14]1[C:22]3[C:17](=[CH:18][CH:19]=[CH:20][CH:21]=3)[CH2:16][CH2:15]1)[CH:11]=[CH:10]2, predict the reactants needed to synthesize it. The reactants are: Cl[C:2]1[CH:11]=[CH:10][C:9]2[C:4](=[CH:5][CH:6]=[C:7]([Cl:12])[CH:8]=2)[N:3]=1.[NH2:13][C@H:14]1[C:22]2[C:17](=[CH:18][CH:19]=[CH:20][CH:21]=2)[CH2:16][CH2:15]1. (4) Given the product [F:10][C:11]([F:19])([F:20])[C:12]1[CH:13]=[C:14]([CH:15]=[CH:16][CH:17]=1)[O:18][C:2]1[CH:9]=[CH:8][CH:7]=[CH:6][C:3]=1[CH:4]=[O:5], predict the reactants needed to synthesize it. The reactants are: F[C:2]1[CH:9]=[CH:8][CH:7]=[CH:6][C:3]=1[CH:4]=[O:5].[F:10][C:11]([F:20])([F:19])[C:12]1[CH:13]=[C:14]([OH:18])[CH:15]=[CH:16][CH:17]=1.C(=O)([O-])[O-].[K+].[K+].C(OCC)(=O)C. (5) The reactants are: Cl[C:2]1[C:3]2[C:4](=[CH:18][N:19](CC3C=CC(OC)=CC=3)[N:20]=2)[N:5]=[C:6]([C:8]2[CH:9]=[C:10]([S:14]([NH2:17])(=[O:16])=[O:15])[CH:11]=[CH:12][CH:13]=2)[N:7]=1.[CH3:30][O:31][C:32]1[CH:33]=[C:34]([CH:36]=[CH:37][C:38]=1[O:39][CH3:40])[NH2:35].Cl. Given the product [CH3:30][O:31][C:32]1[CH:33]=[C:34]([NH:35][C:2]2[C:3]3[NH:20][N:19]=[CH:18][C:4]=3[N:5]=[C:6]([C:8]3[CH:9]=[C:10]([S:14]([NH2:17])(=[O:16])=[O:15])[CH:11]=[CH:12][CH:13]=3)[N:7]=2)[CH:36]=[CH:37][C:38]=1[O:39][CH3:40], predict the reactants needed to synthesize it. (6) Given the product [Cl:32][C:33]1[N:41]=[CH:40][CH:39]=[CH:38][C:34]=1[C:35]([NH:23][C:19]1[CH:18]=[C:17]([C:16]2[N:11]3[N:12]=[CH:13][CH:14]=[CH:15][C:10]3=[N:9][C:8]=2[C:5]2[CH:6]=[CH:7][C:2]([F:1])=[C:3]([CH3:24])[CH:4]=2)[CH:22]=[CH:21][N:20]=1)=[O:36], predict the reactants needed to synthesize it. The reactants are: [F:1][C:2]1[CH:7]=[CH:6][C:5]([C:8]2[N:9]=[C:10]3[CH:15]=[CH:14][CH:13]=[N:12][N:11]3[C:16]=2[C:17]2[CH:22]=[CH:21][N:20]=[C:19]([NH2:23])[CH:18]=2)=[CH:4][C:3]=1[CH3:24].C(N(CC)CC)C.[Cl:32][C:33]1[N:41]=[CH:40][CH:39]=[CH:38][C:34]=1[C:35](Cl)=[O:36].C(=O)([O-])O.[Na+]. (7) Given the product [N+:1]([C:4]1[C:12]2[O:11][CH:10]=[CH:9][C:8]=2[CH:7]=[CH:6][CH:5]=1)([O-:3])=[O:2], predict the reactants needed to synthesize it. The reactants are: [N+:1]([C:4]1[C:12]2[O:11][C:10](C(O)=O)=[CH:9][C:8]=2[CH:7]=[CH:6][CH:5]=1)([O-:3])=[O:2]. (8) Given the product [F:16][C:13]1[CH:14]=[CH:15][C:10]([C:7]2[CH:6]=[C:3]([C:4]3[NH:24][C:23]4[CH:22]=[CH:21][CH:20]=[C:19]([CH3:25])[C:18]=4[N:17]=3)[C:2]([NH2:1])=[N:9][CH:8]=2)=[CH:11][CH:12]=1, predict the reactants needed to synthesize it. The reactants are: [NH2:1][C:2]1[N:9]=[CH:8][C:7]([C:10]2[CH:15]=[CH:14][C:13]([F:16])=[CH:12][CH:11]=2)=[CH:6][C:3]=1[CH:4]=O.[NH2:17][C:18]1[C:23]([NH2:24])=[CH:22][CH:21]=[CH:20][C:19]=1[CH3:25]. (9) The reactants are: [CH3:1][N:2]([CH3:8])[C@H:3]1[CH2:7][CH2:6][NH:5][CH2:4]1.C(N(CC)CC)C.F[C:17]1[C:18]([C:36]2[CH:41]=[CH:40][CH:39]=[CH:38][CH:37]=2)=[C:19]([CH3:35])[C:20]([C:33]#[N:34])=[C:21]2[C:25]=1[O:24][C:23]([C:26]1[CH:31]=[CH:30][CH:29]=[CH:28][C:27]=1[OH:32])=[N:22]2. Given the product [CH3:1][N:2]([CH3:8])[C@H:3]1[CH2:7][CH2:6][N:5]([C:17]2[C:18]([C:36]3[CH:41]=[CH:40][CH:39]=[CH:38][CH:37]=3)=[C:19]([CH3:35])[C:20]([C:33]#[N:34])=[C:21]3[C:25]=2[O:24][C:23]([C:26]2[CH:31]=[CH:30][CH:29]=[CH:28][C:27]=2[OH:32])=[N:22]3)[CH2:4]1, predict the reactants needed to synthesize it. (10) Given the product [CH2:15]([O:17][C:18](=[O:36])[CH:19]([C:20]1[CH:21]=[CH:22][C:23]([S:26]([N:29]2[CH2:34][CH2:33][N:32]([CH3:35])[CH2:31][CH2:30]2)(=[O:27])=[O:28])=[CH:24][CH:25]=1)[CH2:42][CH:37]1[CH2:41][CH2:40][CH2:39][CH2:38]1)[CH3:16], predict the reactants needed to synthesize it. The reactants are: CCN(C(C)C)C(C)C.[Li]CCCC.[CH2:15]([O:17][C:18](=[O:36])[CH2:19][C:20]1[CH:25]=[CH:24][C:23]([S:26]([N:29]2[CH2:34][CH2:33][N:32]([CH3:35])[CH2:31][CH2:30]2)(=[O:28])=[O:27])=[CH:22][CH:21]=1)[CH3:16].[CH:37]1([CH2:42]I)[CH2:41][CH2:40][CH2:39][CH2:38]1.[NH4+].[Cl-].